Predict the product of the given reaction. From a dataset of Forward reaction prediction with 1.9M reactions from USPTO patents (1976-2016). Given the reactants [N+:1]([C:4]1[CH:10]=[CH:9][CH:8]=[CH:7][C:5]=1[NH2:6])([O-:3])=[O:2].CO[CH:13]1[CH2:17][CH2:16][CH:15](OC)O1, predict the reaction product. The product is: [N+:1]([C:4]1[CH:10]=[CH:9][CH:8]=[CH:7][C:5]=1[N:6]1[CH:13]=[CH:17][CH:16]=[CH:15]1)([O-:3])=[O:2].